This data is from NCI-60 drug combinations with 297,098 pairs across 59 cell lines. The task is: Regression. Given two drug SMILES strings and cell line genomic features, predict the synergy score measuring deviation from expected non-interaction effect. (1) Drug 1: CC1=C(C=C(C=C1)NC2=NC=CC(=N2)N(C)C3=CC4=NN(C(=C4C=C3)C)C)S(=O)(=O)N.Cl. Drug 2: CC=C1C(=O)NC(C(=O)OC2CC(=O)NC(C(=O)NC(CSSCCC=C2)C(=O)N1)C(C)C)C(C)C. Cell line: DU-145. Synergy scores: CSS=20.5, Synergy_ZIP=0.917, Synergy_Bliss=-4.83, Synergy_Loewe=-58.9, Synergy_HSA=-5.84. (2) Drug 1: CC1=C2C(C(=O)C3(C(CC4C(C3C(C(C2(C)C)(CC1OC(=O)C(C(C5=CC=CC=C5)NC(=O)OC(C)(C)C)O)O)OC(=O)C6=CC=CC=C6)(CO4)OC(=O)C)OC)C)OC. Drug 2: C1=NC2=C(N1)C(=S)N=CN2. Cell line: RPMI-8226. Synergy scores: CSS=86.5, Synergy_ZIP=3.29, Synergy_Bliss=1.17, Synergy_Loewe=-3.29, Synergy_HSA=3.02. (3) Drug 1: CC1=C(C=C(C=C1)NC(=O)C2=CC=C(C=C2)CN3CCN(CC3)C)NC4=NC=CC(=N4)C5=CN=CC=C5. Drug 2: C1=NC2=C(N=C(N=C2N1C3C(C(C(O3)CO)O)F)Cl)N. Cell line: KM12. Synergy scores: CSS=-5.38, Synergy_ZIP=2.97, Synergy_Bliss=0.685, Synergy_Loewe=-14.9, Synergy_HSA=-6.41.